Predict the product of the given reaction. From a dataset of Forward reaction prediction with 1.9M reactions from USPTO patents (1976-2016). (1) The product is: [F:1][C:2]1[CH:10]=[N:9][CH:8]=[CH:7][C:3]=1[C:4]([NH:46][C:32]1[CH:33]=[CH:34][C:35]([C:36]2[N:40]([CH3:41])[N:39]=[C:38]([C:42]([F:44])([F:45])[F:43])[CH:37]=2)=[C:30]([F:29])[CH:31]=1)=[O:6]. Given the reactants [F:1][C:2]1[CH:10]=[N:9][CH:8]=[CH:7][C:3]=1[C:4]([OH:6])=O.ClC1N=C(OC)N=C(OC)N=1.CN1CCOCC1.[F:29][C:30]1[CH:31]=[C:32]([NH2:46])[CH:33]=[CH:34][C:35]=1[C:36]1[N:40]([CH3:41])[N:39]=[C:38]([C:42]([F:45])([F:44])[F:43])[CH:37]=1.CC(=O)OCC.[Cl-].[Na+].O, predict the reaction product. (2) Given the reactants [NH2:1][C:2]1[N:10]=[C:9]([NH2:11])[CH:8]=[CH:7][C:3]=1[C:4](O)=[O:5].CC[N:14]=C=NCCCN(C)C.C1C=CC2N(O)N=NC=2C=1.[Cl-].[NH4+].C(N(C(C)C)CC)(C)C, predict the reaction product. The product is: [NH2:1][C:2]1[N:10]=[C:9]([NH2:11])[CH:8]=[CH:7][C:3]=1[C:4]([NH2:14])=[O:5].